This data is from Catalyst prediction with 721,799 reactions and 888 catalyst types from USPTO. The task is: Predict which catalyst facilitates the given reaction. (1) Reactant: [NH2:1][C:2]1[CH:3]=[C:4]2[C:9](=[C:10]([C:12]([N:14]([CH3:16])[CH3:15])=[O:13])[CH:11]=1)[N:8]=[CH:7][C:6]([C:17]#[N:18])=[C:5]2[NH:19][C:20]1[CH:25]=[CH:24][C:23]([F:26])=[C:22]([Cl:27])[CH:21]=1.[N:28]1[CH:33]=[CH:32][CH:31]=[C:30]([CH:34]=O)[CH:29]=1.[BH3-]C#N.[Na+]. Product: [Cl:27][C:22]1[CH:21]=[C:20]([NH:19][C:5]2[C:4]3[C:9](=[C:10]([C:12]([N:14]([CH3:15])[CH3:16])=[O:13])[CH:11]=[C:2]([NH:1][CH2:34][C:30]4[CH:29]=[N:28][CH:33]=[CH:32][CH:31]=4)[CH:3]=3)[N:8]=[CH:7][C:6]=2[C:17]#[N:18])[CH:25]=[CH:24][C:23]=1[F:26]. The catalyst class is: 36. (2) Reactant: [NH2:1][C@H:2](C1NC=C(C2C=CC=CC=2)N=1)[CH2:3][C:4]1[C:12]2[C:7](=[CH:8][CH:9]=[CH:10][CH:11]=2)[NH:6][CH:5]=1.[CH:24](=O)C1C=CC(OC)=CC=1.C(O)(C(F)(F)F)=O. Product: [CH2:24]1[C:5]2[NH:6][C:7]3[C:12](=[CH:11][CH:10]=[CH:9][CH:8]=3)[C:4]=2[CH2:3][CH2:2][NH:1]1. The catalyst class is: 22. (3) Reactant: [NH2:1][CH2:2][C:3]([F:41])([F:40])[CH2:4][CH2:5][C@H:6]([N:16]([CH2:35][CH2:36][CH2:37][CH2:38][CH3:39])[S:17]([C:20]1[CH:25]=[CH:24][C:23]([CH2:26][O:27][Si:28]([C:31]([CH3:34])([CH3:33])[CH3:32])([CH3:30])[CH3:29])=[CH:22][CH:21]=1)(=[O:19])=[O:18])[CH2:7][O:8][Si:9]([C:12]([CH3:15])([CH3:14])[CH3:13])([CH3:11])[CH3:10].[CH3:42][O:43][C:44]([NH:46][C@H:47]([C:61](O)=[O:62])[CH:48]([C:55]1[CH:60]=[CH:59][CH:58]=[CH:57][CH:56]=1)[C:49]1[CH:54]=[CH:53][CH:52]=[CH:51][CH:50]=1)=[O:45].C(N(CC)C(C)C)(C)C.F[P-](F)(F)(F)(F)F.N1(O[P+](N(C)C)(N(C)C)N(C)C)C2C=CC=CC=2N=N1.C([O-])(O)=O.[Na+]. Product: [Si:9]([O:8][CH2:7][C@@H:6]([N:16]([S:17]([C:20]1[CH:21]=[CH:22][C:23]([CH2:26][O:27][Si:28]([C:31]([CH3:32])([CH3:33])[CH3:34])([CH3:29])[CH3:30])=[CH:24][CH:25]=1)(=[O:19])=[O:18])[CH2:35][CH2:36][CH2:37][CH2:38][CH3:39])[CH2:5][CH2:4][C:3]([F:41])([F:40])[CH2:2][NH:1][C:61](=[O:62])[C@H:47]([CH:48]([C:49]1[CH:50]=[CH:51][CH:52]=[CH:53][CH:54]=1)[C:55]1[CH:56]=[CH:57][CH:58]=[CH:59][CH:60]=1)[NH:46][C:44]([O:43][CH3:42])=[O:45])([C:12]([CH3:13])([CH3:15])[CH3:14])([CH3:10])[CH3:11]. The catalyst class is: 3.